Task: Predict which catalyst facilitates the given reaction.. Dataset: Catalyst prediction with 721,799 reactions and 888 catalyst types from USPTO Reactant: [CH3:1][N:2]([CH3:37])[CH2:3][C:4]#[C:5][C:6]1[CH:7]=[C:8]([CH:34]=[CH:35][CH:36]=1)[C:9]([NH:11][C:12]1[CH:17]=[CH:16][C:15]([O:18][C:19]2[C:24]([C:25]3[CH:30]=[CH:29][N:28]=[C:27]([NH:31][CH3:32])[N:26]=3)=[CH:23][CH:22]=[CH:21][N:20]=2)=[C:14]([CH3:33])[CH:13]=1)=[O:10].[H][H]. Product: [CH3:37][N:2]([CH3:1])[CH2:3][CH2:4][CH2:5][C:6]1[CH:7]=[C:8]([CH:34]=[CH:35][CH:36]=1)[C:9]([NH:11][C:12]1[CH:17]=[CH:16][C:15]([O:18][C:19]2[C:24]([C:25]3[CH:30]=[CH:29][N:28]=[C:27]([NH:31][CH3:32])[N:26]=3)=[CH:23][CH:22]=[CH:21][N:20]=2)=[C:14]([CH3:33])[CH:13]=1)=[O:10]. The catalyst class is: 50.